From a dataset of Full USPTO retrosynthesis dataset with 1.9M reactions from patents (1976-2016). Predict the reactants needed to synthesize the given product. (1) Given the product [F:92][C:77]1([F:76])[O:81][C:80]2[CH:82]=[CH:83][C:84]([C:86]3([C:89]([NH:3][C@@H:4]4[CH2:9][C@@H:8]([C:10]5[CH:15]=[CH:14][CH:13]=[CH:12][CH:11]=5)[O:7][C@@H:6]([C:51]5[CH:50]=[C:45]([CH:44]=[CH:43][CH:52]=5)[C:46]([O:48][CH3:49])=[O:47])[CH2:5]4)=[O:90])[CH2:87][CH2:88]3)=[CH:85][C:79]=2[O:78]1, predict the reactants needed to synthesize it. The reactants are: CO[N:3]=[C:4]1[CH2:9][C@@H:8]([C:10]2[CH:15]=[CH:14][CH:13]=[CH:12][CH:11]=2)[O:7][C@@H:6](C2C=C(C=CC=2)C(OC)=O)[CH2:5]1.CO.[H][H].N[C@@H]1C[C@@H](C2C=CC=CC=2)O[C@@H]([C:43]2[CH:44]=[C:45]([CH:50]=[CH:51][CH:52]=2)[C:46]([O:48][CH3:49])=[O:47])C1.N[C@H]1C[C@@H](C2C=CC=CC=2)O[C@@H](C2C=C(C=CC=2)C(OC)=O)C1.[F:76][C:77]1([F:92])[O:81][C:80]2[CH:82]=[CH:83][C:84]([C:86]3([C:89](O)=[O:90])[CH2:88][CH2:87]3)=[CH:85][C:79]=2[O:78]1.F[P-](F)(F)(F)(F)F.CN(C(N(C)C)=[N+]1C2C(=NC=CC=2)[N+]([O-])=N1)C.C(N(C(C)C)C(C)C)C. (2) Given the product [Cl:12][C:9]1[CH:10]=[CH:11][C:2]2[C:3](=[CH:13][NH:21][N:1]=2)[C:4]=1[C:5]([O:7][CH3:8])=[O:6], predict the reactants needed to synthesize it. The reactants are: [NH2:1][C:2]1[C:3]([CH3:13])=[C:4]([C:9]([Cl:12])=[CH:10][CH:11]=1)[C:5]([O:7][CH3:8])=[O:6].Cl.F[B-](F)(F)F.[NH4+].[N:21]([O-])=O.[Na+].C1OCCOCCOCCOCCOCCOC1.C([O-])(=O)C.[K+]. (3) Given the product [CH3:14][O:13][C:8]1[CH:7]=[C:3]2[C:2](=[CH:10][C:9]=1[O:11][CH3:12])[N:1]=[CH:19][NH:20][C:4]2=[O:5], predict the reactants needed to synthesize it. The reactants are: [NH2:1][C:2]1[CH:10]=[C:9]([O:11][CH3:12])[C:8]([O:13][CH3:14])=[CH:7][C:3]=1[C:4](O)=[O:5].C(O)(=O)C.[CH:19](N)=[NH:20].[OH-].[Na+]. (4) Given the product [OH:1][CH2:2][C:3]1([CH2:8][OH:9])[CH2:6][O:7][CH:22]([C:15]([CH3:14])([CH3:10])[CH2:17][OH:16])[O:5][CH2:4]1, predict the reactants needed to synthesize it. The reactants are: [OH:1][CH2:2][C:3]([CH2:8][OH:9])([CH2:6][OH:7])[CH2:4][OH:5].[CH:10]1[CH:15]=[CH:14][CH:14]=[CH:15][CH:10]=1.[O:16]1CC[O:16][CH2:17][CH2:17]1.[CH:22]1C=CC=CC=1. (5) Given the product [CH3:16][O:17][CH2:18][C@H:19]1[CH2:23][CH2:22][CH2:21][N:20]1[C:13]([C:9]1[CH:10]=[N:11][O:12][C:8]=1[C:5]1[CH:4]=[CH:3][C:2]([CH3:1])=[CH:7][CH:6]=1)=[O:15], predict the reactants needed to synthesize it. The reactants are: [CH3:1][C:2]1[CH:7]=[CH:6][C:5]([C:8]2[O:12][N:11]=[CH:10][C:9]=2[C:13]([OH:15])=O)=[CH:4][CH:3]=1.[CH3:16][O:17][CH2:18][C@H:19]1[CH2:23][CH2:22][CH2:21][NH:20]1. (6) Given the product [CH3:16][O:17][C:18](=[O:40])[CH:19]([C:34]1[CH:35]=[CH:36][CH:37]=[CH:38][CH:39]=1)[CH2:20][C:21]1[CH:26]=[CH:25][C:24]([C:15]#[C:14][CH2:13][C:3]2[N:4]=[C:5]([C:7]3[CH:8]=[CH:9][CH:10]=[CH:11][CH:12]=3)[O:6][C:2]=2[CH3:1])=[CH:23][CH:22]=1, predict the reactants needed to synthesize it. The reactants are: [CH3:1][C:2]1[O:6][C:5]([C:7]2[CH:12]=[CH:11][CH:10]=[CH:9][CH:8]=2)=[N:4][C:3]=1[C:13]#[C:14][CH3:15].[CH3:16][O:17][C:18](=[O:40])[CH:19]([C:34]1[CH:39]=[CH:38][CH:37]=[CH:36][CH:35]=1)[CH2:20][C:21]1[CH:26]=[CH:25][C:24](S(C(F)(F)F)(=O)=O)=[CH:23][CH:22]=1. (7) The reactants are: [NH2:1][CH:2]([CH2:6][CH2:7][CH2:8][CH2:9][CH3:10])[C:3]([OH:5])=[O:4].S(Cl)([Cl:13])=O.[CH3:15]O. Given the product [ClH:13].[NH2:1][CH:2]([CH2:6][CH2:7][CH2:8][CH2:9][CH3:10])[C:3]([O:5][CH3:15])=[O:4], predict the reactants needed to synthesize it. (8) The reactants are: Br[C:2]1[CH:8]=[CH:7][CH:6]=[CH:5][C:3]=1[NH2:4].[CH:9]1[C:17]2[C:16]3[CH:18]=[CH:19][CH:20]=[CH:21][C:15]=3[S:14][C:13]=2[C:12](B(O)O)=[CH:11][CH:10]=1.C(=O)([O-])[O-].[K+].[K+]. Given the product [CH:9]1[C:17]2[C:16]3[CH:18]=[CH:19][CH:20]=[CH:21][C:15]=3[S:14][C:13]=2[C:12]([C:2]2[CH:8]=[CH:7][CH:6]=[CH:5][C:3]=2[NH2:4])=[CH:11][CH:10]=1, predict the reactants needed to synthesize it. (9) Given the product [Cl:1][C:2]1[S:6][C:5]([C:7]([NH:23][CH2:22][C:20]2[N:21]=[C:17]([C:14]3[CH:15]=[CH:16][C:11]([I:10])=[CH:12][CH:13]=3)[N:18]([CH3:24])[CH:19]=2)=[O:9])=[CH:4][CH:3]=1, predict the reactants needed to synthesize it. The reactants are: [Cl:1][C:2]1[S:6][C:5]([C:7]([OH:9])=O)=[CH:4][CH:3]=1.[I:10][C:11]1[CH:16]=[CH:15][C:14]([C:17]2[N:18]([CH3:24])[CH:19]=[C:20]([CH2:22][NH2:23])[N:21]=2)=[CH:13][CH:12]=1.F[P-](F)(F)(F)(F)F.N1(O[P+](N(C)C)(N(C)C)N(C)C)C2C=CC=CC=2N=N1.